This data is from Reaction yield outcomes from USPTO patents with 853,638 reactions. The task is: Predict the reaction yield, written as a fraction of the theoretical maximum amount of product (1.0 means a 100% yield; for example, 0.34 means a 34% yield). (1) The reactants are Br[C:2]1[C:10]([N+:11]([O-:13])=[O:12])=[CH:9][C:8]([Br:14])=[CH:7][C:3]=1[C:4]([OH:6])=[O:5].[Cl:15][C:16]1[CH:23]=[CH:22][CH:21]=[CH:20][C:17]=1[CH2:18][NH2:19].[OH-].[Na+].CCOCC. The catalyst is C1(C)C=CC=CC=1. The product is [Br:14][C:8]1[CH:9]=[C:10]([N+:11]([O-:13])=[O:12])[C:2]([NH:19][CH2:18][C:17]2[CH:20]=[CH:21][CH:22]=[CH:23][C:16]=2[Cl:15])=[C:3]([CH:7]=1)[C:4]([OH:6])=[O:5]. The yield is 0.615. (2) The reactants are [NH2:1][C:2]1[CH:12]=C(C=C)[C:10]([C:15]([F:18])([F:17])[F:16])=[CH:9][C:3]=1[C:4]([O:6][CH2:7][CH3:8])=[O:5].S([O-])([O-])=O.[Na+].[Na+].C(OCC)(=[O:27])C.[C:31]([OH:35])(C)([CH3:33])[CH3:32]. The catalyst is O. The product is [NH2:1][C:2]1[CH:12]=[C:32]([CH:31]([OH:35])[CH2:33][OH:27])[C:10]([C:15]([F:18])([F:17])[F:16])=[CH:9][C:3]=1[C:4]([O:6][CH2:7][CH3:8])=[O:5]. The yield is 0.790. (3) The reactants are [OH:1][C:2]1[C:9]([O:10][CH3:11])=[CH:8][C:5]([CH:6]=[O:7])=[CH:4][C:3]=1[O:12][CH3:13].C([O-])([O-])=O.[Cs+].[Cs+].Br[CH2:21][CH2:22][C:23]1[CH:28]=[CH:27][CH:26]=[CH:25][CH:24]=1.O. The catalyst is CN(C=O)C. The product is [CH3:13][O:12][C:3]1[CH:4]=[C:5]([CH:8]=[C:9]([O:10][CH3:11])[C:2]=1[O:1][CH2:21][CH2:22][C:23]1[CH:28]=[CH:27][CH:26]=[CH:25][CH:24]=1)[CH:6]=[O:7]. The yield is 0.610. (4) The catalyst is CN(C=O)C. The reactants are [C:1]1([C:7]2[NH:8][C:9](=[O:20])[NH:10][C:11]3[C:16]=2[CH:15]=[C:14]2[CH:17]=[CH:18][CH:19]=[C:13]2[CH:12]=3)[CH:6]=[CH:5][CH:4]=[CH:3][CH:2]=1.C([O-])([O-])=O.[K+].[K+].I[CH2:28][CH3:29].O. The product is [CH2:28]([O:20][C:9]1[N:8]=[C:7]([C:1]2[CH:2]=[CH:3][CH:4]=[CH:5][CH:6]=2)[C:16]2[CH2:15][C:14]3=[CH:17][CH:18]=[CH:19][C:13]3=[CH:12][C:11]=2[N:10]=1)[CH3:29]. The yield is 0.190. (5) The reactants are Br[C:2]1[S:6][C:5]([C:7]2[CH:12]=[CH:11][CH:10]=[CH:9][CH:8]=2)=[N:4][C:3]=1[CH3:13].CC1(C)C(C)(C)OB([C:22]2[CH:23]=[C:24]3[C:28](=[CH:29][CH:30]=2)[NH:27][C:26](=[O:31])[CH2:25]3)O1.C1(P(C2CCCCC2)C2C=CC=CC=2C2C=CC=CC=2)CCCCC1.C([O-])([O-])=O.[Na+].[Na+]. The catalyst is CCO.O1CCOCC1.O.Cl[Pd](Cl)([P](C1C=CC=CC=1)(C1C=CC=CC=1)C1C=CC=CC=1)[P](C1C=CC=CC=1)(C1C=CC=CC=1)C1C=CC=CC=1. The product is [CH3:13][C:3]1[N:4]=[C:5]([C:7]2[CH:12]=[CH:11][CH:10]=[CH:9][CH:8]=2)[S:6][C:2]=1[C:22]1[CH:23]=[C:24]2[C:28](=[CH:29][CH:30]=1)[NH:27][C:26](=[O:31])[CH2:25]2. The yield is 0.710. (6) The reactants are C[O:2][C:3](=[O:24])[C:4]1[CH:9]=[CH:8][C:7]([O:10][CH2:11][C:12]2[C:13]([C:18]3[CH:23]=[CH:22][CH:21]=[CH:20][CH:19]=3)=[N:14][O:15][C:16]=2[CH3:17])=[N:6][CH:5]=1.[OH-].[Na+]. The catalyst is C(O)C. The product is [CH3:17][C:16]1[O:15][N:14]=[C:13]([C:18]2[CH:19]=[CH:20][CH:21]=[CH:22][CH:23]=2)[C:12]=1[CH2:11][O:10][C:7]1[CH:8]=[CH:9][C:4]([C:3]([OH:24])=[O:2])=[CH:5][N:6]=1. The yield is 0.450. (7) The reactants are [CH3:1][N:2]1[CH2:15][CH2:14][C:13]2[C:12]3[CH:11]=[C:10]([CH3:16])[CH:9]=[CH:8][C:7]=3[NH:6][C:5]=2[CH2:4][CH2:3]1.[O-]P([O-])([O-])=O.[K+].[K+].[K+].Br[CH2:26][CH2:27][C:28]1[CH:33]=[CH:32][CH:31]=[CH:30][C:29]=1[Cl:34].CN(C=O)C. The catalyst is [Cu](I)I.O. The product is [Cl:34][C:29]1[CH:30]=[CH:31][CH:32]=[CH:33][C:28]=1[CH2:27][CH2:26][N:6]1[C:7]2[CH:8]=[CH:9][C:10]([CH3:16])=[CH:11][C:12]=2[C:13]2[CH2:14][CH2:15][N:2]([CH3:1])[CH2:3][CH2:4][C:5]1=2. The yield is 0.107. (8) The reactants are [O:1]=[C:2]1[C:7]2[NH:8][C:9]3[CH:10]=[CH:11][CH:12]=[CH:13][C:14]=3[C:6]=2[N:5]=[C:4]([S:15][CH2:16][C:17](O)=[O:18])[N:3]1[C:20]1[CH:25]=[CH:24][CH:23]=[CH:22][CH:21]=1.N[N:27]1[CH:35]=[C:34]2[C:29]([CH:30]=[CH:31][CH:32]=[CH:33]2)=[N:28]1.C([N:38](CC)CC)C.CN(C(ON1N=NC2C=CC=NC1=2)=[N+](C)C)C.F[P-](F)(F)(F)(F)F. No catalyst specified. The product is [NH:28]1[C:29]2[C:34](=[CH:33][CH:32]=[C:31]([NH:38][C:17](=[O:18])[CH2:16][S:15][C:4]3[N:3]([C:20]4[CH:25]=[CH:24][CH:23]=[CH:22][CH:21]=4)[C:2](=[O:1])[C:7]4[NH:8][C:9]5[CH:10]=[CH:11][CH:12]=[CH:13][C:14]=5[C:6]=4[N:5]=3)[CH:30]=2)[CH:35]=[N:27]1. The yield is 0.500.